This data is from Forward reaction prediction with 1.9M reactions from USPTO patents (1976-2016). The task is: Predict the product of the given reaction. (1) Given the reactants [CH3:1][C:2]1[C:6]([C:7]2[CH:12]=[C:11]([O:13]C)[CH:10]=[CH:9][C:8]=2[CH2:15][CH2:16][C:17]([O:19][CH2:20][CH3:21])=[O:18])=[C:5]([CH3:22])[O:4][N:3]=1.B(Br)(Br)Br, predict the reaction product. The product is: [CH3:1][C:2]1[C:6]([C:7]2[CH:12]=[C:11]([OH:13])[CH:10]=[CH:9][C:8]=2[CH2:15][CH2:16][C:17]([O:19][CH2:20][CH3:21])=[O:18])=[C:5]([CH3:22])[O:4][N:3]=1. (2) Given the reactants [C:1]([C:5]1[CH:23]=[CH:22][C:8]([C:9]([NH:11][C:12]2[N:13]=[C:14]3[CH:19]=[CH:18][C:17](Cl)=[N:16][N:15]3[CH:21]=2)=[O:10])=[CH:7][CH:6]=1)([CH3:4])([CH3:3])[CH3:2].[F:24][C:25]([F:36])([F:35])[C:26]1[CH:27]=[C:28](B(O)O)[CH:29]=[CH:30][CH:31]=1.[C:37](=[O:40])([O-])[O-:38].[K+].[K+].COCCOC, predict the reaction product. The product is: [F:24][C:25]([F:36])([F:35])[C:37]([OH:38])=[O:40].[C:1]([C:5]1[CH:23]=[CH:22][C:8]([C:9]([NH:11][C:12]2[N:13]=[C:14]3[CH:19]=[CH:18][C:17]([C:30]4[CH:29]=[CH:28][CH:27]=[C:26]([C:25]([F:36])([F:35])[F:24])[CH:31]=4)=[N:16][N:15]3[CH:21]=2)=[O:10])=[CH:7][CH:6]=1)([CH3:4])([CH3:3])[CH3:2]. (3) Given the reactants [F:1][C:2]1[C:3]([C:9]([OH:11])=O)=[N:4][CH:5]=[C:6]([F:8])[CH:7]=1.[F:12][CH:13]1[CH2:16][NH:15][CH2:14]1.C(N(CC)CC)C.CN(C(ON1N=NC2C=CC=NC1=2)=[N+](C)C)C.F[P-](F)(F)(F)(F)F, predict the reaction product. The product is: [F:1][C:2]1[C:3]([C:9]([N:15]2[CH2:16][CH:13]([F:12])[CH2:14]2)=[O:11])=[N:4][CH:5]=[C:6]([F:8])[CH:7]=1. (4) Given the reactants [Si:1]([O:8][C@H:9]1[CH2:13][C@H:12]([C:14]([OH:16])=O)[C@H:11]([CH2:17][CH3:18])[CH2:10]1)([C:4]([CH3:7])([CH3:6])[CH3:5])([CH3:3])[CH3:2].[NH:19]([C:21]1[N:22]=[C:23]2[CH:29]=[CH:28][N:27]([S:30]([C:33]3[CH:39]=[CH:38][C:36]([CH3:37])=[CH:35][CH:34]=3)(=[O:32])=[O:31])[C:24]2=[N:25][CH:26]=1)[NH2:20].CN(C(ON1N=NC2C=CC=NC1=2)=[N+](C)C)C.F[P-](F)(F)(F)(F)F, predict the reaction product. The product is: [Si:1]([O:8][CH:9]1[CH2:13][CH:12]([C:14]([N:19]([C:21]2[N:22]=[C:23]3[CH:29]=[CH:28][N:27]([S:30]([C:33]4[CH:39]=[CH:38][C:36]([CH3:37])=[CH:35][CH:34]=4)(=[O:31])=[O:32])[C:24]3=[N:25][CH:26]=2)[NH2:20])=[O:16])[CH:11]([CH2:17][CH3:18])[CH2:10]1)([C:4]([CH3:5])([CH3:6])[CH3:7])([CH3:2])[CH3:3]. (5) Given the reactants C[O:2][C:3](=[O:48])[C:4]1[CH:9]=[CH:8][C:7]([N:10]2[C:14](=[O:15])[C@H:13]3[C@H:16]([C:34]4[CH:39]=[CH:38][CH:37]=[C:36]([Cl:40])[C:35]=4[F:41])[C@:17]([C:26]4[CH:31]=[CH:30][C:29]([Cl:32])=[CH:28][C:27]=4[F:33])([C:24]#[N:25])[C@H:18]([CH2:19][C:20]([CH3:23])([CH3:22])[CH3:21])[N:12]3[C@@H:11]2[CH2:42][CH2:43][CH:44]=[CH2:45])=[CH:6][C:5]=1[O:46][CH3:47].[Li+].[OH-], predict the reaction product. The product is: [CH2:42]([C@H:11]1[N:12]2[C@@H:18]([CH2:19][C:20]([CH3:23])([CH3:22])[CH3:21])[C@@:17]([C:26]3[CH:31]=[CH:30][C:29]([Cl:32])=[CH:28][C:27]=3[F:33])([C:24]#[N:25])[C@@H:16]([C:34]3[CH:39]=[CH:38][CH:37]=[C:36]([Cl:40])[C:35]=3[F:41])[C@@H:13]2[C:14](=[O:15])[N:10]1[C:7]1[CH:8]=[CH:9][C:4]([C:3]([OH:48])=[O:2])=[C:5]([O:46][CH3:47])[CH:6]=1)[CH2:43][CH:44]=[CH2:45]. (6) The product is: [CH2:1]([N:8]1[CH2:9][CH2:10][CH:11]([N:14]2[C:18]3[N:19]=[C:20]([C:29]4[CH:34]=[C:33]([OH:35])[CH:32]=[N:31][CH:30]=4)[N:21]=[C:22]([N:23]4[CH2:24][CH2:25][O:26][CH2:27][CH2:28]4)[C:17]=3[N:16]=[N:15]2)[CH2:12][CH2:13]1)[C:2]1[CH:7]=[CH:6][CH:5]=[CH:4][CH:3]=1. Given the reactants [CH2:1]([N:8]1[CH2:13][CH2:12][CH:11]([N:14]2[C:18]3[N:19]=[C:20]([C:29]4[CH:30]=[N:31][CH:32]=[C:33]([O:35]COC)[CH:34]=4)[N:21]=[C:22]([N:23]4[CH2:28][CH2:27][O:26][CH2:25][CH2:24]4)[C:17]=3[N:16]=[N:15]2)[CH2:10][CH2:9]1)[C:2]1[CH:7]=[CH:6][CH:5]=[CH:4][CH:3]=1.CO, predict the reaction product. (7) The product is: [NH2:1][C:4]1[CH:5]=[CH:6][CH:7]=[C:8]2[C:12]=1[NH:11][C:10]([C:13]1[S:14][CH2:15][C@@H:16]([CH2:18][O:19][C:20](=[O:25])[C:21]([CH3:23])([CH3:22])[CH3:24])[N:17]=1)=[CH:9]2. Given the reactants [N+:1]([C:4]1[CH:5]=[CH:6][CH:7]=[C:8]2[C:12]=1[NH:11][C:10]([C:13]1[S:14][CH2:15][C@@H:16]([CH2:18][O:19][C:20](=[O:25])[C:21]([CH3:24])([CH3:23])[CH3:22])[N:17]=1)=[CH:9]2)([O-])=O.[Cl-].[NH4+], predict the reaction product.